Dataset: Forward reaction prediction with 1.9M reactions from USPTO patents (1976-2016). Task: Predict the product of the given reaction. (1) Given the reactants CC(C)([O-])C.[K+].[Cl-].[CH3:8][O:9][CH2:10][P+](C1C=CC=CC=1)(C1C=CC=CC=1)C1C=CC=CC=1.[CH2:30]([CH:37]1[CH2:42][C:41](=O)[CH2:40][CH2:39][N:38]1[C:44]([O:46][C:47]([CH3:50])([CH3:49])[CH3:48])=[O:45])[C:31]1[CH:36]=[CH:35][CH:34]=[CH:33][CH:32]=1, predict the reaction product. The product is: [CH2:30]([CH:37]1[CH2:42]/[C:41](=[CH:8]\[O:9][CH3:10])/[CH2:40][CH2:39][N:38]1[C:44]([O:46][C:47]([CH3:50])([CH3:49])[CH3:48])=[O:45])[C:31]1[CH:36]=[CH:35][CH:34]=[CH:33][CH:32]=1. (2) Given the reactants [CH2:1]([O:3][C:4]([C:6]1[CH:7]=[N:8][CH:9]=[CH:10][C:11]=1Cl)=[O:5])[CH3:2].CC(C)([O-])C.[K+].[SH:19][CH2:20][CH2:21][C:22]([O:24][CH3:25])=[O:23], predict the reaction product. The product is: [CH2:1]([O:3][C:4]([C:6]1[CH:7]=[N:8][CH:9]=[CH:10][C:11]=1[S:19][CH2:20][CH2:21][C:22]([O:24][CH3:25])=[O:23])=[O:5])[CH3:2]. (3) Given the reactants [Br:1][C:2]1[CH:3]=C2C(=C[CH:11]=1)OCCC2=O.IC.[CH3:15][C:16]([CH3:19])([O-])[CH3:17].[K+].[OH2:21].[CH2:22]1[CH2:26][O:25][CH2:24][CH2:23]1, predict the reaction product. The product is: [Br:1][C:2]1[CH:11]=[C:22]2[C:23](=[CH:24][CH:3]=1)[O:21][CH2:15][C:16]([CH3:19])([CH3:17])[C:26]2=[O:25]. (4) The product is: [CH2:1]([O:5][C:6]1[CH:11]=[CH:10][CH:9]=[CH:8][C:7]=1[C:12]([O:14][Si:16]([CH3:19])([CH3:18])[CH3:17])=[CH2:13])[CH:2]([CH3:4])[CH3:3]. Given the reactants [CH2:1]([O:5][C:6]1[CH:11]=[CH:10][CH:9]=[CH:8][C:7]=1[C:12](=[O:14])[CH3:13])[CH:2]([CH3:4])[CH3:3].Cl[Si:16]([CH3:19])([CH3:18])[CH3:17], predict the reaction product. (5) Given the reactants [OH:1][C:2]1[CH:9]=[CH:8][C:5]([CH:6]=[O:7])=[CH:4][C:3]=1[N+:10]([O-:12])=[O:11].C(=O)([O-])[O-].[K+].[K+].Cl.[N:20]1([CH2:26][CH2:27][Cl:28])[CH2:25][CH2:24][CH2:23][CH2:22][CH2:21]1.C(OCC)(=O)C.Cl, predict the reaction product. The product is: [ClH:28].[N+:10]([C:3]1[CH:4]=[C:5]([CH:8]=[CH:9][C:2]=1[O:1][CH2:27][CH2:26][N:20]1[CH2:25][CH2:24][CH2:23][CH2:22][CH2:21]1)[CH:6]=[O:7])([O-:12])=[O:11].